Dataset: NCI-60 drug combinations with 297,098 pairs across 59 cell lines. Task: Regression. Given two drug SMILES strings and cell line genomic features, predict the synergy score measuring deviation from expected non-interaction effect. (1) Drug 1: C1=NC2=C(N=C(N=C2N1C3C(C(C(O3)CO)O)O)F)N. Drug 2: CC1CCCC2(C(O2)CC(NC(=O)CC(C(C(=O)C(C1O)C)(C)C)O)C(=CC3=CSC(=N3)C)C)C. Cell line: HCT-15. Synergy scores: CSS=28.7, Synergy_ZIP=5.44, Synergy_Bliss=1.60, Synergy_Loewe=-39.9, Synergy_HSA=1.97. (2) Drug 1: C1C(C(OC1N2C=C(C(=O)NC2=O)F)CO)O. Drug 2: CN1C(=O)N2C=NC(=C2N=N1)C(=O)N. Cell line: MALME-3M. Synergy scores: CSS=8.96, Synergy_ZIP=0.115, Synergy_Bliss=3.37, Synergy_Loewe=-12.4, Synergy_HSA=0.358.